Dataset: Peptide-MHC class I binding affinity with 185,985 pairs from IEDB/IMGT. Task: Regression. Given a peptide amino acid sequence and an MHC pseudo amino acid sequence, predict their binding affinity value. This is MHC class I binding data. The peptide sequence is LQQNNSFII. The MHC is HLA-A24:02 with pseudo-sequence HLA-A24:02. The binding affinity (normalized) is 0.282.